The task is: Predict the reaction yield, written as a fraction of the theoretical maximum amount of product (1.0 means a 100% yield; for example, 0.34 means a 34% yield).. This data is from Reaction yield outcomes from USPTO patents with 853,638 reactions. (1) The product is [O:8]1[CH2:9][CH2:10][CH2:11][CH2:12][CH:7]1[O:6][CH2:5][C:4]1[CH:14]=[C:13]([C:15]2[CH:16]=[C:17]([C:25]([F:26])([F:27])[F:28])[CH:18]=[C:19]([C:21]([F:22])([F:23])[F:24])[CH:20]=2)[O:3][N:1]=1. The reactants are [N+:1]([CH2:4][CH2:5][O:6][CH:7]1[CH2:12][CH2:11][CH2:10][CH2:9][O:8]1)([O-:3])=O.[C:13]([C:15]1[CH:20]=[C:19]([C:21]([F:24])([F:23])[F:22])[CH:18]=[C:17]([C:25]([F:28])([F:27])[F:26])[CH:16]=1)#[CH:14].N(C1C=CC=CC=1)=C=O.O. The catalyst is C(#N)C. The yield is 0.410. (2) The reactants are O.[ClH:2].[OH:3][C:4]([C:34]1[CH:39]=[CH:38][CH:37]=[CH:36][CH:35]=1)([C:28]1[CH:33]=[CH:32][CH:31]=[CH:30][CH:29]=1)[CH:5]1[CH2:10][CH2:9][N:8]([CH2:11][CH2:12][CH2:13][CH:14]([C:16]2[CH:21]=[CH:20][C:19]([C:22]([CH3:27])([CH3:26])[C:23]([OH:25])=[O:24])=[CH:18][CH:17]=2)[OH:15])[CH2:7][CH2:6]1.O. The catalyst is C(C(C)=O)C. The product is [ClH:2].[OH:3][C:4]([C:34]1[CH:35]=[CH:36][CH:37]=[CH:38][CH:39]=1)([C:28]1[CH:29]=[CH:30][CH:31]=[CH:32][CH:33]=1)[CH:5]1[CH2:10][CH2:9][N:8]([CH2:11][CH2:12][CH2:13][CH:14]([C:16]2[CH:21]=[CH:20][C:19]([C:22]([CH3:27])([CH3:26])[C:23]([OH:25])=[O:24])=[CH:18][CH:17]=2)[OH:15])[CH2:7][CH2:6]1. The yield is 0.999. (3) The reactants are C([CH:9]([O:16][C:17]([NH:19][CH2:20][C:21]1([CH2:27][C:28]([OH:30])=[O:29])[CH2:26][CH2:25][CH2:24][CH2:23][CH2:22]1)=[O:18])[C:10]1[CH:15]=[CH:14][CH:13]=[CH:12][CH:11]=1)(=O)C1C=CC=CC=1.[CH:31]1[CH:36]=[C:35](Cl)[CH:34]=[C:33]([C:38]([O:40]O)=[O:39])[CH:32]=1.C([O-])(O)=O.[Na+].C(O)(=O)CC(CC(O)=O)(C(O)=O)O. The catalyst is C(Cl)Cl. The product is [C:38]([O:40][CH:9]([O:16][C:17]([NH:19][CH2:20][C:21]1([CH2:27][C:28]([OH:30])=[O:29])[CH2:22][CH2:23][CH2:24][CH2:25][CH2:26]1)=[O:18])[C:10]1[CH:11]=[CH:12][CH:13]=[CH:14][CH:15]=1)(=[O:39])[C:33]1[CH:34]=[CH:35][CH:36]=[CH:31][CH:32]=1. The yield is 0.490. (4) The reactants are [CH2:1]([N:4]([CH2:15][CH:16](OC)[O:17]C)[C:5](=[O:14])[O:6][CH2:7][C:8]1[CH:13]=[CH:12][CH:11]=[CH:10][CH:9]=1)[CH:2]=[CH2:3].C(O)=O. The catalyst is O. The product is [CH2:1]([N:4]([CH2:15][CH:16]=[O:17])[C:5](=[O:14])[O:6][CH2:7][C:8]1[CH:13]=[CH:12][CH:11]=[CH:10][CH:9]=1)[CH:2]=[CH2:3]. The yield is 0.990. (5) The reactants are [F:1][C:2]1[CH:10]=[CH:9][C:5]([C:6](Cl)=[O:7])=[CH:4][CH:3]=1.[N:11]1([C:17]2[CH:22]=[CH:21][C:20]([OH:23])=[CH:19][CH:18]=2)[CH2:16][CH2:15][NH:14][CH2:13][CH2:12]1.C(N(CC)CC)C. The catalyst is ClCCl. The product is [F:1][C:2]1[CH:10]=[CH:9][C:5]([C:6]([N:14]2[CH2:13][CH2:12][N:11]([C:17]3[CH:18]=[CH:19][C:20]([OH:23])=[CH:21][CH:22]=3)[CH2:16][CH2:15]2)=[O:7])=[CH:4][CH:3]=1. The yield is 0.510. (6) The product is [N+:1]([C:4]1[CH:9]=[CH:8][CH:7]=[CH:6][C:5]=1[C:10]1[CH:15]=[N:14][C:13]([O:16][C:24](=[O:33])[N:25]([CH3:32])[C:26]2[CH:31]=[CH:30][CH:29]=[CH:28][CH:27]=2)=[N:12][CH:11]=1)([O-:3])=[O:2]. The reactants are [N+:1]([C:4]1[CH:9]=[CH:8][CH:7]=[CH:6][C:5]=1[C:10]1[CH:11]=[N:12][C:13]([OH:16])=[N:14][CH:15]=1)([O-:3])=[O:2].[I-].C[N+]1C=CN([C:24](=[O:33])[N:25]([CH3:32])[C:26]2[CH:31]=[CH:30][CH:29]=[CH:28][CH:27]=2)C=1.C(N(CC)CC)C. The yield is 0.320. The catalyst is C(#N)C.